From a dataset of Catalyst prediction with 721,799 reactions and 888 catalyst types from USPTO. Predict which catalyst facilitates the given reaction. (1) Reactant: Cl[C:2]1[CH:7]=[C:6]([Cl:8])[CH:5]=[CH:4][C:3]=1[N+:9]([O-:11])=[O:10].[C:12]([NH:15][C:16]1[CH:21]=[CH:20][C:19]([SH:22])=[CH:18][CH:17]=1)(=[O:14])[CH3:13].C(=O)([O-])[O-].[Cs+].[Cs+]. Product: [Cl:8][C:6]1[CH:5]=[CH:4][C:3]([N+:9]([O-:11])=[O:10])=[C:2]([S:22][C:19]2[CH:18]=[CH:17][C:16]([NH:15][C:12](=[O:14])[CH3:13])=[CH:21][CH:20]=2)[CH:7]=1. The catalyst class is: 39. (2) Reactant: [CH2:1]([CH:11]([CH2:15][CH2:16][CH2:17][CH2:18][CH2:19][CH2:20][CH2:21][CH2:22][CH2:23][CH2:24][CH2:25][CH3:26])[C:12](Cl)=[O:13])[CH2:2][CH2:3][CH2:4][CH2:5][CH2:6][CH2:7][CH2:8][CH2:9][CH3:10].[NH2:27][C:28]1[CH:29]=[C:30]([C:38]([O:40][CH3:41])=[O:39])[CH:31]=[C:32]([CH:37]=1)[C:33]([O:35][CH3:36])=[O:34].C(N(CC)CC)C.O. Product: [CH2:1]([CH:11]([CH2:15][CH2:16][CH2:17][CH2:18][CH2:19][CH2:20][CH2:21][CH2:22][CH2:23][CH2:24][CH2:25][CH3:26])[C:12]([NH:27][C:28]1[CH:37]=[C:32]([C:33]([O:35][CH3:36])=[O:34])[CH:31]=[C:30]([CH:29]=1)[C:38]([O:40][CH3:41])=[O:39])=[O:13])[CH2:2][CH2:3][CH2:4][CH2:5][CH2:6][CH2:7][CH2:8][CH2:9][CH3:10]. The catalyst class is: 7. (3) Reactant: [NH2:1][C:2]1[N:3]=[C:4]2[CH:9]=[CH:8][C:7]([O:10][C:11]3[CH:12]=[C:13]([NH:17][C:18]([C:20]4[CH:25]=[CH:24][CH:23]=[C:22]([CH3:26])[N:21]=4)=[O:19])[CH:14]=[CH:15][CH:16]=3)=[CH:6][N:5]2[CH:27]=1.[CH3:28][O:29][CH2:30][C:31](Cl)=[O:32].CO.C(=O)([O-])[O-].[Na+].[Na+]. The catalyst class is: 722. Product: [CH3:28][O:29][CH2:30][C:31]([NH:1][C:2]1[N:3]=[C:4]2[CH:9]=[CH:8][C:7]([O:10][C:11]3[CH:12]=[C:13]([NH:17][C:18]([C:20]4[CH:25]=[CH:24][CH:23]=[C:22]([CH3:26])[N:21]=4)=[O:19])[CH:14]=[CH:15][CH:16]=3)=[CH:6][N:5]2[CH:27]=1)=[O:32]. (4) Reactant: [N:1]1([S:5]([NH:8][C:9]2[N:14]=[C:13]([S:15][CH2:16][C:17]3[CH:22]=[CH:21][CH:20]=[C:19]([F:23])[C:18]=3[F:24])[N:12]=[C:11]([O:25][C@@H:26]([CH3:32])[C:27](OCC)=[O:28])[CH:10]=2)(=[O:7])=[O:6])[CH2:4][CH2:3][CH2:2]1.[BH4-].[Li+]. Product: [F:24][C:18]1[C:19]([F:23])=[CH:20][CH:21]=[CH:22][C:17]=1[CH2:16][S:15][C:13]1[N:14]=[C:9]([NH:8][S:5]([N:1]2[CH2:4][CH2:3][CH2:2]2)(=[O:6])=[O:7])[CH:10]=[C:11]([O:25][C@@H:26]([CH3:32])[CH2:27][OH:28])[N:12]=1. The catalyst class is: 1. (5) Reactant: [CH2:1]([C:4]1[C:8]([CH2:9][CH2:10][CH2:11][OH:12])=[CH:7][N:6]([C:13]2[CH:18]=[CH:17][C:16]([C:19]([F:22])([F:21])[F:20])=[CH:15][N:14]=2)[N:5]=1)[CH2:2][CH3:3].[F:23][C:24]1[C:29](O)=[CH:28][CH:27]=[CH:26][C:25]=1[CH2:31][C:32]([O:34]CC)=[O:33].C(P(CCCC)CCCC)CCC.N(C(N1CCCCC1)=O)=NC(N1CCCCC1)=O. Product: [F:23][C:24]1[C:29]([O:12][CH2:11][CH2:10][CH2:9][C:8]2[C:4]([CH2:1][CH2:2][CH3:3])=[N:5][N:6]([C:13]3[CH:18]=[CH:17][C:16]([C:19]([F:21])([F:20])[F:22])=[CH:15][N:14]=3)[CH:7]=2)=[CH:28][CH:27]=[CH:26][C:25]=1[CH2:31][C:32]([OH:34])=[O:33]. The catalyst class is: 7. (6) Reactant: [CH2:1]([C:4]1[N:8]([CH2:9][C:10]2[CH:15]=[CH:14][C:13]([C:16]3[CH:21]=[CH:20][CH:19]=[CH:18][C:17]=3[CH2:22][OH:23])=[CH:12][CH:11]=2)[C:7]2[CH:24]=[C:25]([C:29]3[N:30]=[CH:31][N:32]([CH3:34])[CH:33]=3)[CH:26]=[C:27]([CH3:28])[C:6]=2[N:5]=1)[CH2:2][CH3:3].[Mn]([O-])(=O)(=O)=[O:36].[K+]. Product: [CH2:1]([C:4]1[N:8]([CH2:9][C:10]2[CH:15]=[CH:14][C:13]([C:16]3[C:17]([C:22]([OH:36])=[O:23])=[CH:18][CH:19]=[CH:20][CH:21]=3)=[CH:12][CH:11]=2)[C:7]2[CH:24]=[C:25]([C:29]3[N:30]=[CH:31][N:32]([CH3:34])[CH:33]=3)[CH:26]=[C:27]([CH3:28])[C:6]=2[N:5]=1)[CH2:2][CH3:3]. The catalyst class is: 74. (7) Reactant: [CH3:1][CH:2]([C:4]1[NH:12][C:7]2=[N:8][CH:9]=[CH:10][CH:11]=[C:6]2[CH:5]=1)[CH3:3].ClC1C=CC=C(C(OO)=[O:21])C=1. Product: [CH3:3][CH:2]([C:4]1[NH:12][C:7]2=[N+:8]([O-:21])[CH:9]=[CH:10][CH:11]=[C:6]2[CH:5]=1)[CH3:1]. The catalyst class is: 4.